From a dataset of Catalyst prediction with 721,799 reactions and 888 catalyst types from USPTO. Predict which catalyst facilitates the given reaction. (1) Reactant: [C:1]1(=[O:11])[O:6][C:4](=[O:5])[C:3]2=[CH:7][CH:8]=[CH:9][CH:10]=[C:2]12.[CH3:12][C@@:13]12[CH2:35][CH2:34][C@:33]3([CH3:36])[C:19](=[CH:20][C:21]([C@H:23]4[C@@:32]3([CH3:37])[CH2:31][CH2:30][C@@H:29]3[C@:24]4([CH3:65])[CH2:25][CH2:26][C@H:27]([O:40][C@H]4O[C@H](C(O)=O)[C@@H](O)[C@H](O)[C@H]4O[C@@H]4O[C@H](C(O)=O)[C@@H](O)[C@H](O)[C@H]4O)[C:28]3([CH3:39])[CH3:38])=[O:22])[C@@H:18]1[CH2:17][C@:16]([C:67]([OH:69])=[O:68])([CH3:66])[CH2:15][CH2:14]2.Cl.CC(OC)(C)C. The catalyst class is: 377. Product: [C:67]([C:16]1([CH3:66])[CH2:17][CH:18]2[C:13]([CH3:12])([CH2:35][CH2:34][C:33]3([CH3:36])[C:19]2=[CH:20][C:21](=[O:22])[CH:23]2[C:32]3([CH3:37])[CH2:31][CH2:30][CH:29]3[C:24]2([CH3:65])[CH2:25][CH2:26][CH:27]([O:40][C:4](=[O:5])[C:3]2[C:2](=[CH:10][CH:9]=[CH:8][CH:7]=2)[C:1]([OH:6])=[O:11])[C:28]3([CH3:39])[CH3:38])[CH2:14][CH2:15]1)([OH:69])=[O:68]. (2) Reactant: [C:9](O[C:9]([O:11][C:12]([CH3:15])([CH3:14])[CH3:13])=[O:10])([O:11][C:12]([CH3:15])([CH3:14])[CH3:13])=[O:10].[Cl:16][C:17]1[C:26]([N:27]2[CH2:32][CH2:31][NH:30][CH2:29][CH2:28]2)=[N:25][C:24]2[C:19](=[CH:20][CH:21]=[CH:22][CH:23]=2)[N:18]=1.C(N(CC)CC)C.ClCCl. Product: [C:12]([O:11][C:9]([N:30]1[CH2:31][CH2:32][N:27]([C:26]2[C:17]([Cl:16])=[N:18][C:19]3[C:24](=[CH:23][CH:22]=[CH:21][CH:20]=3)[N:25]=2)[CH2:28][CH2:29]1)=[O:10])([CH3:13])([CH3:14])[CH3:15]. The catalyst class is: 226. (3) Reactant: N1C2C(=NC=CC=2)N([O:10][C:11]2[C:20]3[C:15](=[CH:16][CH:17]=[CH:18][CH:19]=3)[N:14]=[CH:13][N:12]=2)N=1.B(O)(O)[C:22]1[CH:23]=[CH:24][C:25]([CH3:28])=[CH:26][CH:27]=1.C([O-])([O-])=O.[Cs+].[Cs+]. Product: [C:25]1([CH3:28])[CH:26]=[CH:27][C:22]([O:10][C:11]2[C:20]3[C:15](=[CH:16][CH:17]=[CH:18][CH:19]=3)[N:14]=[CH:13][N:12]=2)=[CH:23][CH:24]=1. The catalyst class is: 104. (4) Reactant: [Li+].[CH3:2][Si:3]([N-][Si:3]([CH3:5])([CH3:4])[CH3:2])([CH3:5])[CH3:4].[CH3:11][C:12]1[CH:19]=[C:18]([F:20])[C:17]([F:21])=[CH:16][C:13]=1[CH:14]=O.C[Si](Cl)(C)C.[CH2:27]([N:29](CC)CC)[CH3:28].C(Cl)(=[O:36])C. Product: [F:20][C:18]1[C:17]([F:21])=[CH:16][C:13]([CH:14]=[N:29][C:27]([O:36][Si:3]([CH3:5])([CH3:4])[CH3:2])=[CH2:28])=[C:12]([CH3:11])[CH:19]=1. The catalyst class is: 385.